Dataset: Reaction yield outcomes from USPTO patents with 853,638 reactions. Task: Predict the reaction yield, written as a fraction of the theoretical maximum amount of product (1.0 means a 100% yield; for example, 0.34 means a 34% yield). (1) The yield is 0.220. No catalyst specified. The product is [NH2:20][C:12]1[N:11]=[C:10]2[N:6]([CH2:5][C:4]3[CH:3]=[C:2]([C:26]4[CH:27]=[CH:28][S:24][C:25]=4[S:29]([NH2:34])(=[O:31])=[O:30])[CH:23]=[CH:22][CH:21]=3)[N:7]=[CH:8][C:9]2=[C:14]([C:15]2[O:16][CH:17]=[CH:18][CH:19]=2)[N:13]=1. The reactants are N[C:2]1[CH:3]=[C:4]([CH:21]=[CH:22][CH:23]=1)[CH2:5][N:6]1[C:10]2=[N:11][C:12]([NH2:20])=[N:13][C:14]([C:15]3[O:16][CH:17]=[CH:18][CH:19]=3)=[C:9]2[CH:8]=[N:7]1.[S:24]1[CH:28]=[CH:27][CH:26]=[C:25]1[S:29](Cl)(=[O:31])=[O:30].O.[N:34]1C=CC=CC=1. (2) The catalyst is C(O)C.[Pd]. The product is [CH:1]1([NH:4][C:5](=[O:32])[C:6]2[CH:11]=[CH:10][C:9]([C:12]3[N:16]4[CH:17]=[C:18]([CH2:26][CH2:27][C:28]([OH:31])([CH3:30])[CH3:29])[N:19]=[C:20]([NH:21][CH2:22][CH:23]([CH3:25])[CH3:24])[C:15]4=[N:14][CH:13]=3)=[CH:8][CH:7]=2)[CH2:2][CH2:3]1. The reactants are [CH:1]1([NH:4][C:5](=[O:32])[C:6]2[CH:11]=[CH:10][C:9]([C:12]3[N:16]4[CH:17]=[C:18]([C:26]#[C:27][C:28]([OH:31])([CH3:30])[CH3:29])[N:19]=[C:20]([NH:21][CH2:22][CH:23]([CH3:25])[CH3:24])[C:15]4=[N:14][CH:13]=3)=[CH:8][CH:7]=2)[CH2:3][CH2:2]1. The yield is 0.880. (3) The yield is 0.970. The reactants are [NH2:1][C:2]1[C:3]([CH3:8])=[CH:4][CH:5]=[CH:6][CH:7]=1.N1C=CC=CC=1.[F:15][C:16]([F:27])([F:26])[C:17](O[C:17](=[O:18])[C:16]([F:27])([F:26])[F:15])=[O:18]. The product is [F:15][C:16]([F:27])([F:26])[C:17]([NH:1][C:2]1[CH:7]=[CH:6][CH:5]=[CH:4][C:3]=1[CH3:8])=[O:18]. The catalyst is C(Cl)Cl.